From a dataset of Full USPTO retrosynthesis dataset with 1.9M reactions from patents (1976-2016). Predict the reactants needed to synthesize the given product. The reactants are: [CH2:1]([C:3]1([CH2:15][CH3:16])[C:12]2[C:7](=[CH:8][CH:9]=[C:10]([O:13][CH3:14])[CH:11]=2)[CH2:6][NH:5][CH2:4]1)[CH3:2].[CH:17]([O:20][C:21]1[CH:29]=[CH:28][C:27]([S:30]([CH3:33])(=[O:32])=[O:31])=[CH:26][C:22]=1[C:23](O)=[O:24])([CH3:19])[CH3:18]. Given the product [CH2:15]([C:3]1([CH2:1][CH3:2])[C:12]2[C:7](=[CH:8][CH:9]=[C:10]([O:13][CH3:14])[CH:11]=2)[CH2:6][N:5]([C:23]([C:22]2[CH:26]=[C:27]([S:30]([CH3:33])(=[O:32])=[O:31])[CH:28]=[CH:29][C:21]=2[O:20][CH:17]([CH3:19])[CH3:18])=[O:24])[CH2:4]1)[CH3:16], predict the reactants needed to synthesize it.